From a dataset of Forward reaction prediction with 1.9M reactions from USPTO patents (1976-2016). Predict the product of the given reaction. (1) The product is: [CH:43]([C:40]1[CH:39]=[CH:38][C:37]([C:36]2[CH:35]=[CH:34][C:13]([C:11]([O:10][CH3:9])=[O:12])=[N:14][C:1]=2[C:2]2[CH:7]=[CH:6][CH:5]=[CH:4][CH:3]=2)=[CH:42][CH:41]=1)([CH3:44])[CH3:45]. Given the reactants [CH:1](=O)[C:2]1[CH:7]=[CH:6][CH:5]=[CH:4][CH:3]=1.[CH3:9][O:10][C:11]([C:13](=[CH:34][CH:35]=[CH:36][C:37]1[CH:42]=[CH:41][C:40]([CH:43]([CH3:45])[CH3:44])=[CH:39][CH:38]=1)[N:14]=P(C1C=CC=CC=1)(C1C=CC=CC=1)C1C=CC=CC=1)=[O:12], predict the reaction product. (2) Given the reactants [C:1]([Si:5](Cl)([C:12]1[CH:17]=[CH:16][CH:15]=[CH:14][CH:13]=1)[C:6]1[CH:11]=[CH:10][CH:9]=[CH:8][CH:7]=1)([CH3:4])([CH3:3])[CH3:2].CN(C=O)C.[OH:24][CH2:25][CH2:26][N:27]([CH2:29][C:30]1[CH:39]=[CH:38][C:33]([C:34]([O:36][CH3:37])=[O:35])=[CH:32][CH:31]=1)[CH3:28].N1C=CN=C1, predict the reaction product. The product is: [Si:5]([O:24][CH2:25][CH2:26][N:27]([CH2:29][C:30]1[CH:31]=[CH:32][C:33]([C:34]([O:36][CH3:37])=[O:35])=[CH:38][CH:39]=1)[CH3:28])([C:1]([CH3:4])([CH3:3])[CH3:2])([C:12]1[CH:17]=[CH:16][CH:15]=[CH:14][CH:13]=1)[C:6]1[CH:11]=[CH:10][CH:9]=[CH:8][CH:7]=1. (3) Given the reactants Cl.[NH:2]([C:6]1[CH:15]=[C:14]2[C:9]([C:10]([CH2:17][C:18]3[CH:23]=[CH:22][N:21]=[CH:20][CH:19]=3)=[N:11][N:12]=[C:13]2O)=[CH:8][CH:7]=1)[C:3]([CH3:5])=[O:4].O=P(Cl)(Cl)[Cl:26].C([O-])(O)=O.[Na+], predict the reaction product. The product is: [NH:2]([C:6]1[CH:15]=[C:14]2[C:9]([C:10]([CH2:17][C:18]3[CH:23]=[CH:22][N:21]=[CH:20][CH:19]=3)=[N:11][N:12]=[C:13]2[Cl:26])=[CH:8][CH:7]=1)[C:3]([CH3:5])=[O:4].